This data is from Full USPTO retrosynthesis dataset with 1.9M reactions from patents (1976-2016). The task is: Predict the reactants needed to synthesize the given product. (1) Given the product [CH3:1][N:2]1[C:10]2[C:5](=[CH:6][C:7]([C:11]3[C:15]4[CH2:16][N:17]([C:21]([NH:20][CH:23]5[CH2:29][CH2:28][CH:27]6[N:30]([C:31]([O:33][C:34]([CH3:37])([CH3:36])[CH3:35])=[O:32])[CH:24]5[CH2:25][CH2:26]6)=[O:22])[CH2:18][CH2:19][C:14]=4[NH:13][N:12]=3)=[CH:8][CH:9]=2)[CH:4]=[N:3]1, predict the reactants needed to synthesize it. The reactants are: [CH3:1][N:2]1[C:10]2[C:5](=[CH:6][C:7]([C:11]3[C:15]4[CH2:16][NH:17][CH2:18][CH2:19][C:14]=4[NH:13][N:12]=3)=[CH:8][CH:9]=2)[CH:4]=[N:3]1.[N:20]([CH:23]1[CH2:29][CH2:28][CH:27]2[N:30]([C:31]([O:33][C:34]([CH3:37])([CH3:36])[CH3:35])=[O:32])[CH:24]1[CH2:25][CH2:26]2)=[C:21]=[O:22].C(N(C(C)C)CC)(C)C. (2) Given the product [Br:12][C:8]1[C:6]2[N:7]=[C:2]([C:20]3[S:19][CH:23]=[CH:22][CH:21]=3)[N:3]=[C:4]([N:13]3[CH2:18][CH2:17][O:16][CH2:15][CH2:14]3)[C:5]=2[S:10][C:9]=1[CH3:11], predict the reactants needed to synthesize it. The reactants are: Br[C:2]1[N:3]=[C:4]([N:13]2[CH2:18][CH2:17][O:16][CH2:15][CH2:14]2)[C:5]2[S:10][C:9]([CH3:11])=[C:8]([Br:12])[C:6]=2[N:7]=1.[S:19]1[CH:23]=[CH:22][CH:21]=[C:20]1B(O)O. (3) Given the product [CH3:1][C:2]1[S:26][C:5]2=[N:6][C:7]([CH3:25])=[C:8]([CH:17]([CH2:22][CH2:23][CH3:24])[C:18]([OH:20])=[O:19])[C:9]([C:10]3[CH:11]=[CH:12][C:13]([CH3:16])=[CH:14][CH:15]=3)=[C:4]2[CH:3]=1, predict the reactants needed to synthesize it. The reactants are: [CH3:1][C:2]1[S:26][C:5]2=[N:6][C:7]([CH3:25])=[C:8]([CH:17]([CH2:22][CH2:23][CH3:24])[C:18]([O:20]C)=[O:19])[C:9]([C:10]3[CH:15]=[CH:14][C:13]([CH3:16])=[CH:12][CH:11]=3)=[C:4]2[CH:3]=1.[OH-].[Na+]. (4) Given the product [CH2:8]([O:5][C:3](=[O:4])/[C:2](/[CH:1]=[O:7])=[CH:16]\[N:17]([CH3:20])[CH3:18])[CH3:9], predict the reactants needed to synthesize it. The reactants are: [C:1]([OH:7])(=O)[CH2:2][C:3]([OH:5])=[O:4].[CH2:8]([K])[CH3:9].P(Cl)(Cl)(Cl)=O.[CH3:16][N:17]([CH3:20])[CH:18]=O. (5) Given the product [OH:15][C:10]1[CH:11]=[CH:12][CH:13]=[CH:14][C:9]=1[C:5]1[N:4]([CH2:23][CH2:24][C:25]2[CH:30]=[CH:29][CH:28]=[CH:27][CH:26]=2)[C:3](=[O:31])[C:2]([C:37]2[CH:38]=[CH:39][C:34]([C:33]([F:44])([F:43])[F:32])=[CH:35][CH:36]=2)=[C:7]([CH3:8])[N:6]=1, predict the reactants needed to synthesize it. The reactants are: I[C:2]1[C:3](=[O:31])[N:4]([CH2:23][CH2:24][C:25]2[CH:30]=[CH:29][CH:28]=[CH:27][CH:26]=2)[C:5]([C:9]2[CH:14]=[CH:13][CH:12]=[CH:11][C:10]=2[O:15]CC2C=CC=CC=2)=[N:6][C:7]=1[CH3:8].[F:32][C:33]([F:44])([F:43])[C:34]1[CH:39]=[CH:38][C:37](B(O)O)=[CH:36][CH:35]=1.S1C=CC(B(O)O)=C1. (6) Given the product [C:1]([O:5][C:6](=[O:24])[CH2:7][CH2:8][C@H:9]([NH:13][C:14]([O:16][CH2:17][C:18]1[CH:23]=[CH:22][CH:21]=[CH:20][CH:19]=1)=[O:15])[C:10](=[O:12])[N:65]1[CH2:64][CH2:63][N:62]([C:58]2[CH:59]=[CH:60][CH:61]=[C:56]([C:55]([F:68])([F:69])[F:54])[CH:57]=2)[CH2:67][CH2:66]1)([CH3:2])([CH3:3])[CH3:4], predict the reactants needed to synthesize it. The reactants are: [C:1]([O:5][C:6](=[O:24])[CH2:7][CH2:8][C@H:9]([NH:13][C:14]([O:16][CH2:17][C:18]1[CH:23]=[CH:22][CH:21]=[CH:20][CH:19]=1)=[O:15])[C:10]([OH:12])=O)([CH3:4])([CH3:3])[CH3:2].[B-](F)(F)(F)F.CCOC(C(C#N)=NOC(N(C)C)=[N+](C)C)=O.CN1CCOCC1.[F:54][C:55]([F:69])([F:68])[C:56]1[CH:57]=[C:58]([N:62]2[CH2:67][CH2:66][NH:65][CH2:64][CH2:63]2)[CH:59]=[CH:60][CH:61]=1. (7) Given the product [Cl:10][C:11]1[CH:33]=[CH:32][C:14]([CH2:15][NH:16][C:17]([C:19]2[C:20](=[O:31])[C:21]3[CH:28]=[C:27]([CH2:29][N:35]([CH2:36][CH:37]([OH:38])[C:39]4[O:40][C:41]([CH3:44])=[CH:42][CH:43]=4)[CH3:34])[O:26][C:22]=3[N:23]([CH3:25])[CH:24]=2)=[O:18])=[CH:13][CH:12]=1, predict the reactants needed to synthesize it. The reactants are: C(N(CC)C(C)C)(C)C.[Cl:10][C:11]1[CH:33]=[CH:32][C:14]([CH2:15][NH:16][C:17]([C:19]2[C:20](=[O:31])[C:21]3[CH:28]=[C:27]([CH2:29]Cl)[O:26][C:22]=3[N:23]([CH3:25])[CH:24]=2)=[O:18])=[CH:13][CH:12]=1.[CH3:34][NH:35][CH2:36][CH:37]([C:39]1[O:40][C:41]([CH3:44])=[CH:42][CH:43]=1)[OH:38].O. (8) Given the product [CH:16]1([NH:15][S:12]([C:8]2[C:9]3[CH:10]=[CH:11][C:2](=[O:30])[NH:3][C:4]=3[CH:5]=[C:6]([C:21]3[C:22]([CH3:27])=[N:23][O:24][C:25]=3[CH3:26])[CH:7]=2)(=[O:14])=[O:13])[CH2:20][CH2:19][CH2:18][CH2:17]1, predict the reactants needed to synthesize it. The reactants are: Cl[C:2]1[CH:11]=[CH:10][C:9]2[C:8]([S:12]([NH:15][CH:16]3[CH2:20][CH2:19][CH2:18][CH2:17]3)(=[O:14])=[O:13])=[CH:7][C:6]([C:21]3[C:22]([CH3:27])=[N:23][O:24][C:25]=3[CH3:26])=[CH:5][C:4]=2[N:3]=1.C([O-])(=[O:30])C.[Na+]. (9) Given the product [CH3:30][N:26]([C:23]1[CH:24]=[CH:25][C:20]([NH:12][C:8]2[N:9]=[CH:10][C:11]3=[C:3]([CH3:2])[N:4]=[C:5]([C:13]4[CH:14]=[CH:15][CH:16]=[CH:17][CH:18]=4)[N:6]3[N:7]=2)=[CH:21][CH:22]=1)[C:27]([NH2:29])=[O:28], predict the reactants needed to synthesize it. The reactants are: Cl.[CH3:2][C:3]1[N:4]=[C:5]([C:13]2[CH:18]=[CH:17][CH:16]=[CH:15][CH:14]=2)[N:6]2[C:11]=1[CH:10]=[N:9][C:8]([NH2:12])=[N:7]2.Br[C:20]1[CH:25]=[CH:24][C:23]([N:26]([CH3:30])[C:27]([NH2:29])=[O:28])=[CH:22][CH:21]=1.C(P(C(C)(C)C)C1C=CC=CC=1C1C=CC=CC=1)(C)(C)C.CC(C)([O-])C.[Na+].